From a dataset of Retrosynthesis with 50K atom-mapped reactions and 10 reaction types from USPTO. Predict the reactants needed to synthesize the given product. Given the product CC1(COc2cc(F)c(C(=O)OC(C)(C)C)cc2Cl)CCC2(CC1)OCCO2, predict the reactants needed to synthesize it. The reactants are: CC(C)(C)OC(=O)c1cc(Cl)c(F)cc1F.CC1(CO)CCC2(CC1)OCCO2.